From a dataset of NCI-60 drug combinations with 297,098 pairs across 59 cell lines. Regression. Given two drug SMILES strings and cell line genomic features, predict the synergy score measuring deviation from expected non-interaction effect. (1) Drug 1: CC1=C(C=C(C=C1)NC(=O)C2=CC=C(C=C2)CN3CCN(CC3)C)NC4=NC=CC(=N4)C5=CN=CC=C5. Drug 2: C1=NNC2=C1C(=O)NC=N2. Cell line: NCI-H226. Synergy scores: CSS=2.70, Synergy_ZIP=3.09, Synergy_Bliss=-3.14, Synergy_Loewe=-2.45, Synergy_HSA=-2.22. (2) Drug 1: C1CC(CNC1)C2=CC=C(C=C2)N3C=C4C=CC=C(C4=N3)C(=O)N. Drug 2: CC(C)(C#N)C1=CC=C(C=C1)N2C3=C4C=C(C=CC4=NC=C3N(C2=O)C)C5=CC6=CC=CC=C6N=C5. Cell line: T-47D. Synergy scores: CSS=49.9, Synergy_ZIP=9.41, Synergy_Bliss=9.55, Synergy_Loewe=11.3, Synergy_HSA=12.6.